The task is: Predict the reaction yield, written as a fraction of the theoretical maximum amount of product (1.0 means a 100% yield; for example, 0.34 means a 34% yield).. This data is from Reaction yield outcomes from USPTO patents with 853,638 reactions. (1) The reactants are C([N:4]([CH2:8]C)[CH:5]([CH3:7])[CH3:6])(C)C.[B:10]([C:13]1[CH:21]=[CH:20][C:16]([C:17]([OH:19])=O)=[CH:15][CH:14]=1)([OH:12])[OH:11].F[P-](F)(F)(F)(F)F.N1(OC(N(C)C)=[N+](C)C)C2N=CC=CC=2N=N1.C(O)(=O)C(O)=O.CNC1CC1. The catalyst is CC#N. The product is [CH:5]1([N:4]([CH3:8])[C:17]([C:16]2[CH:15]=[CH:14][C:13]([B:10]([OH:11])[OH:12])=[CH:21][CH:20]=2)=[O:19])[CH2:6][CH2:7]1. The yield is 0.720. (2) The catalyst is O1CCOCC1.O.C1C=CC([P]([Pd]([P](C2C=CC=CC=2)(C2C=CC=CC=2)C2C=CC=CC=2)([P](C2C=CC=CC=2)(C2C=CC=CC=2)C2C=CC=CC=2)[P](C2C=CC=CC=2)(C2C=CC=CC=2)C2C=CC=CC=2)(C2C=CC=CC=2)C2C=CC=CC=2)=CC=1. The yield is 0.850. The product is [NH2:1][C:2]1[N:7]=[CH:6][N:5]=[C:4]2[N:8]([C@@H:12]3[CH2:17][CH2:16][CH2:15][N:14]([C:18]([O:20][C:21]([CH3:24])([CH3:23])[CH3:22])=[O:19])[CH2:13]3)[N:9]=[C:10]([C:32]3[CH:31]=[CH:30][C:29]([O:28][C:27]4[C:44]([F:48])=[CH:45][CH:46]=[CH:47][C:26]=4[F:25])=[CH:34][CH:33]=3)[C:3]=12. The reactants are [NH2:1][C:2]1[N:7]=[CH:6][N:5]=[C:4]2[N:8]([C@@H:12]3[CH2:17][CH2:16][CH2:15][N:14]([C:18]([O:20][C:21]([CH3:24])([CH3:23])[CH3:22])=[O:19])[CH2:13]3)[N:9]=[C:10](I)[C:3]=12.[F:25][C:26]1[CH:47]=[CH:46][CH:45]=[C:44]([F:48])[C:27]=1[O:28][C:29]1[CH:34]=[CH:33][C:32](B2OC(C)(C)C(C)(C)O2)=[CH:31][CH:30]=1.C(=O)([O-])[O-].[Na+].[Na+]. (3) The product is [F:1][C:2]([F:33])([F:32])[C:3]1[CH:4]=[C:5]([CH:25]=[C:26]([C:28]([F:31])([F:30])[F:29])[CH:27]=1)[CH2:6][N:7]([CH3:24])[C:8]([C:9]1[C:14]([C:15]2[CH:20]=[CH:19][CH:18]=[CH:17][C:16]=2[CH3:21])=[CH:13][C:12]([C:37]2[CH:38]=[CH:39][N:34]=[CH:35][CH:36]=2)=[N:11][CH:10]=1)=[O:23]. The catalyst is C1C=CC([P]([Pd]([P](C2C=CC=CC=2)(C2C=CC=CC=2)C2C=CC=CC=2)([P](C2C=CC=CC=2)(C2C=CC=CC=2)C2C=CC=CC=2)[P](C2C=CC=CC=2)(C2C=CC=CC=2)C2C=CC=CC=2)(C2C=CC=CC=2)C2C=CC=CC=2)=CC=1.C(COC)OC. The reactants are [F:1][C:2]([F:33])([F:32])[C:3]1[CH:4]=[C:5]([CH:25]=[C:26]([C:28]([F:31])([F:30])[F:29])[CH:27]=1)[CH2:6][N:7]([CH3:24])[C:8](=[O:23])[C:9]1[C:14]([C:15]2[CH:20]=[CH:19][CH:18]=[CH:17][C:16]=2[CH3:21])=[CH:13][C:12](I)=[N:11][CH:10]=1.[N:34]1[CH:39]=[CH:38][C:37](B(O)O)=[CH:36][CH:35]=1.C(=O)([O-])[O-].[Na+].[Na+]. The yield is 0.640. (4) The reactants are [C:1]([NH:4][C:5]([C@@H:17]1[CH2:21][CH2:20][NH:19][CH2:18]1)([CH2:13][CH2:14][CH:15]=[CH2:16])[C:6]([NH:8][C:9]([CH3:12])([CH3:11])[CH3:10])=[O:7])(=[O:3])[CH3:2].[F:22][C:23]1[CH:30]=[CH:29][C:26]([CH:27]=O)=[CH:25][CH:24]=1.C(O)(=O)C.C(Cl)Cl.C(O[BH-](OC(=O)C)OC(=O)C)(=O)C.[Na+]. No catalyst specified. The product is [C:1]([NH:4][C:5]([C@@H:17]1[CH2:21][CH2:20][N:19]([CH2:27][C:26]2[CH:29]=[CH:30][C:23]([F:22])=[CH:24][CH:25]=2)[CH2:18]1)([CH2:13][CH2:14][CH:15]=[CH2:16])[C:6]([NH:8][C:9]([CH3:11])([CH3:12])[CH3:10])=[O:7])(=[O:3])[CH3:2]. The yield is 0.899. (5) The reactants are [CH3:1][C:2]([OH:9])([CH3:8])[C:3]#[C:4][CH2:5][CH2:6][OH:7].[C:10](OC(=O)C)(=[O:12])[CH3:11].C(N(CC)CC)C. The catalyst is ClCCl. The product is [C:10]([O:7][CH2:6][CH2:5][C:4]#[C:3][C:2]([OH:9])([CH3:8])[CH3:1])(=[O:12])[CH3:11]. The yield is 0.920. (6) The reactants are [Br:1][C:2]1[CH:7]=[CH:6][C:5]([NH:8][C:9]2[C:10]([C:26]([OH:28])=O)=[CH:11][C:12]3[N:16]([CH2:17][CH:18]4[CH2:23][CH2:22][CH2:21][CH2:20][O:19]4)[CH:15]=[N:14][C:13]=3[C:24]=2[F:25])=[C:4]([Cl:29])[CH:3]=1.C1C=CC2N(O)N=NC=2C=1.C(N(CC)CC)C.[CH:47]([O:49][CH2:50][CH2:51][O:52][NH2:53])=[CH2:48].CCN=C=NCCCN(C)C.Cl. The catalyst is CN(C)C=O.C(OCC)(=O)C.O. The product is [CH:47]([O:49][CH2:50][CH2:51][O:52][NH:53][C:26]([C:10]1[C:9]([NH:8][C:5]2[CH:6]=[CH:7][C:2]([Br:1])=[CH:3][C:4]=2[Cl:29])=[C:24]([F:25])[C:13]2[N:14]=[CH:15][N:16]([CH2:17][CH:18]3[CH2:23][CH2:22][CH2:21][CH2:20][O:19]3)[C:12]=2[CH:11]=1)=[O:28])=[CH2:48]. The yield is 0.790. (7) The reactants are [CH2:1]([N:8]1[CH2:16][CH:15]2[CH:10]([NH:11][CH2:12][CH2:13][CH2:14]2)[CH2:9]1)[C:2]1[CH:7]=[CH:6][CH:5]=[CH:4][CH:3]=1.[CH2:17]=O.[OH-].[Na+]. The catalyst is C(O)=O. The product is [CH2:1]([N:8]1[CH2:16][CH:15]2[CH:10]([N:11]([CH3:17])[CH2:12][CH2:13][CH2:14]2)[CH2:9]1)[C:2]1[CH:3]=[CH:4][CH:5]=[CH:6][CH:7]=1. The yield is 0.450. (8) The catalyst is CO. The yield is 1.00. The reactants are [ClH:1].C(OC([N:9]1[CH2:12][CH:11]([C:13]2[C:18]([CH:19]3[CH2:24][CH2:23][O:22][CH2:21][CH2:20]3)=[N:17][CH:16]=[CH:15][N:14]=2)[CH2:10]1)=O)(C)(C)C. The product is [ClH:1].[NH:9]1[CH2:12][CH:11]([C:13]2[C:18]([CH:19]3[CH2:24][CH2:23][O:22][CH2:21][CH2:20]3)=[N:17][CH:16]=[CH:15][N:14]=2)[CH2:10]1.